This data is from Full USPTO retrosynthesis dataset with 1.9M reactions from patents (1976-2016). The task is: Predict the reactants needed to synthesize the given product. The reactants are: [C:1]1([S:7]([NH2:10])(=[O:9])=[O:8])[CH:6]=[CH:5][CH:4]=[CH:3][CH:2]=1.[H-].[Na+].F[C:14]1[CH:19]=[C:18]([F:20])[CH:17]=[CH:16][C:15]=1[N+:21]([O-:23])=[O:22].Cl. Given the product [F:20][C:18]1[CH:17]=[CH:16][C:15]([N+:21]([O-:23])=[O:22])=[C:14]([NH:10][S:7]([C:1]2[CH:6]=[CH:5][CH:4]=[CH:3][CH:2]=2)(=[O:9])=[O:8])[CH:19]=1, predict the reactants needed to synthesize it.